From a dataset of Catalyst prediction with 721,799 reactions and 888 catalyst types from USPTO. Predict which catalyst facilitates the given reaction. (1) The catalyst class is: 93. Reactant: [OH:1][CH2:2][C@H:3]1[NH:7][C:6](=[O:8])[CH2:5][CH2:4]1.[CH:9](=O)[C:10]1[CH:15]=[CH:14][CH:13]=[CH:12][CH:11]=1.C1(C)C=CC(S(O)(=O)=O)=CC=1.C(=O)([O-])O.[Na+]. Product: [C:10]1([C@@H:9]2[N:7]3[C:6](=[O:8])[CH2:5][CH2:4][C@H:3]3[CH2:2][O:1]2)[CH:15]=[CH:14][CH:13]=[CH:12][CH:11]=1. (2) Reactant: C[O:2][C:3](=[O:33])[C:4]1[CH:9]=[CH:8][C:7]([CH2:10][N:11]2[CH2:16][CH2:15][CH2:14][C:13]([C:25]3[CH:30]=[CH:29][C:28]([O:31][CH3:32])=[CH:27][CH:26]=3)([C:17]3[CH:22]=[CH:21][C:20]([O:23][CH3:24])=[CH:19][CH:18]=3)[CH2:12]2)=[CH:6][CH:5]=1.[Li+:34].[OH-]. Product: [CH3:24][O:23][C:20]1[CH:19]=[CH:18][C:17]([C:13]2([C:25]3[CH:26]=[CH:27][C:28]([O:31][CH3:32])=[CH:29][CH:30]=3)[CH2:14][CH2:15][CH2:16][N:11]([CH2:10][C:7]3[CH:8]=[CH:9][C:4]([C:3]([O-:33])=[O:2])=[CH:5][CH:6]=3)[CH2:12]2)=[CH:22][CH:21]=1.[Li+:34]. The catalyst class is: 87. (3) Reactant: [F:1][C:2]1[CH:10]=[CH:9][C:8]([CH:11]=[O:12])=[CH:7][C:3]=1[C:4]([OH:6])=O.F[P-](F)(F)(F)(F)F.N1(OC(N(C)C)=[N+](C)C)C2C=CC=CC=2N=N1.C(N(CC)C(C)C)(C)C.[CH3:46][N:47]([C@@H:53]1[CH2:57][CH2:56][NH:55][CH2:54]1)[C:48]([CH:50]1[CH2:52][CH2:51]1)=[O:49]. Product: [F:1][C:2]1[CH:10]=[CH:9][C:8]([CH:11]=[O:12])=[CH:7][C:3]=1[C:4]([N:55]1[CH2:56][CH2:57][C@@H:53]([N:47]([CH3:46])[C:48]([CH:50]2[CH2:51][CH2:52]2)=[O:49])[CH2:54]1)=[O:6]. The catalyst class is: 3. (4) Reactant: C[Si]([N-][Si](C)(C)C)(C)C.[Li+].[C:11]([N:14]1[C@@H:18]([CH2:19][C:20]2[CH:25]=[CH:24][CH:23]=[CH:22][CH:21]=2)[CH2:17][O:16][C:15]1=[O:26])(=[O:13])[CH3:12].[C:27]([C:30]1[CH:35]=[CH:34][CH:33]=[CH:32][CH:31]=1)(=[O:29])[CH3:28]. Product: [CH2:19]([C@H:18]1[CH2:17][O:16][C:15](=[O:26])[N:14]1[C:11](=[O:13])[CH2:12][C@:27]([OH:29])([C:30]1[CH:35]=[CH:34][CH:33]=[CH:32][CH:31]=1)[CH3:28])[C:20]1[CH:25]=[CH:24][CH:23]=[CH:22][CH:21]=1. The catalyst class is: 7. (5) The catalyst class is: 16. Product: [CH:1]1([CH2:4][N:5]2[CH2:10][CH2:9][N:8]([C:12]3[CH:17]=[CH:16][C:15]([N+:18]([O-:20])=[O:19])=[CH:14][C:13]=3[CH2:21][CH3:22])[CH2:7][CH2:6]2)[CH2:3][CH2:2]1. Reactant: [CH:1]1([CH2:4][N:5]2[CH2:10][CH2:9][NH:8][CH2:7][CH2:6]2)[CH2:3][CH2:2]1.F[C:12]1[CH:17]=[CH:16][C:15]([N+:18]([O-:20])=[O:19])=[CH:14][C:13]=1[CH3:21].[CH:22](N(CC)C(C)C)(C)C. (6) Reactant: [Br:1][C:2]1[CH:3]=[C:4]2[C:10]([CH3:12])([CH3:11])[C:9](=O)[NH:8][C:5]2=[N:6][CH:7]=1. Product: [Br:1][C:2]1[CH:3]=[C:4]2[C:10]([CH3:12])([CH3:11])[CH2:9][NH:8][C:5]2=[N:6][CH:7]=1. The catalyst class is: 7. (7) Reactant: Cl[C:2]1[C:7]([F:8])=[CH:6][C:5]([Cl:9])=[CH:4][N:3]=1.[CH3:10][Sn:11]([CH3:17])([CH3:16])[Sn:11]([CH3:17])([CH3:16])[CH3:10].C1([As](C2C=CC=CC=2)C2C=CC=CC=2)C=CC=CC=1. Product: [Cl:9][C:5]1[CH:6]=[C:7]([F:8])[C:2]([Sn:11]([CH3:17])([CH3:16])[CH3:10])=[N:3][CH:4]=1. The catalyst class is: 184. (8) Reactant: [Cl:1][C:2]1[N:7]=[C:6]([NH:8][CH2:9][CH2:10][CH2:11][OH:12])[C:5]([Cl:13])=[CH:4][N:3]=1.O[C:15]1[CH:16]=[C:17]2[C:21](=[CH:22][CH:23]=1)[C@H:20]([CH2:24][C:25]([O:27][CH2:28][CH3:29])=[O:26])[CH2:19][CH2:18]2.C1C=CC(P(C2C=CC=CC=2)C2C=CC=CC=2)=CC=1.C1CCN(C(N=NC(N2CCCCC2)=O)=O)CC1. Product: [Cl:1][C:2]1[N:7]=[C:6]([NH:8][CH2:9][CH2:10][CH2:11][O:12][C:15]2[CH:16]=[C:17]3[C:21](=[CH:22][CH:23]=2)[C@H:20]([CH2:24][C:25]([O:27][CH2:28][CH3:29])=[O:26])[CH2:19][CH2:18]3)[C:5]([Cl:13])=[CH:4][N:3]=1. The catalyst class is: 1. (9) Reactant: [CH2:1]([C:5]1[N:6]([CH2:19][CH2:20][CH2:21][CH2:22]Cl)[C:7]2[C:16]3[CH:15]=[CH:14][CH:13]=[CH:12][C:11]=3[N:10]=[C:9]([NH2:17])[C:8]=2[N:18]=1)[CH2:2][CH2:3][CH3:4].[CH3:24][S-:25].[Na+]. Product: [CH2:1]([C:5]1[N:6]([CH2:19][CH2:20][CH2:21][CH2:22][S:25][CH3:24])[C:7]2[C:16]3[CH:15]=[CH:14][CH:13]=[CH:12][C:11]=3[N:10]=[C:9]([NH2:17])[C:8]=2[N:18]=1)[CH2:2][CH2:3][CH3:4]. The catalyst class is: 9.